This data is from Forward reaction prediction with 1.9M reactions from USPTO patents (1976-2016). The task is: Predict the product of the given reaction. (1) Given the reactants C([N:4]1[C:8]2[CH:9]([C:26]3[CH:31]=[CH:30][C:29]([Cl:32])=[CH:28][CH:27]=3)[N:10]([C:13]3[CH:14]=[C:15]([CH3:25])[C:16]4[N:17]([C:19]([CH:22]([F:24])[F:23])=[N:20][N:21]=4)[CH:18]=3)[C:11](=[O:12])[C:7]=2[N:6]=[C:5]1Br)C=C.[CH3:34][O:35][C:36]1[C:41](B(O)O)=[CH:40][CH:39]=[CH:38][N:37]=1, predict the reaction product. The product is: [Cl:32][C:29]1[CH:28]=[CH:27][C:26]([CH:9]2[C:8]3[NH:4][C:5]([C:41]4[C:36]([O:35][CH3:34])=[N:37][CH:38]=[CH:39][CH:40]=4)=[N:6][C:7]=3[C:11](=[O:12])[N:10]2[C:13]2[CH:14]=[C:15]([CH3:25])[C:16]3[N:17]([C:19]([CH:22]([F:23])[F:24])=[N:20][N:21]=3)[CH:18]=2)=[CH:31][CH:30]=1. (2) Given the reactants [NH2:1][CH2:2][CH2:3][CH2:4][CH2:5][CH2:6][OH:7].C(N[C:17]1[CH:53]=[CH:52][N:20]([C@@H:21]2[O:51][C@H:25]([CH2:26][O:27][C:28]([C:45]3[CH:50]=[CH:49][CH:48]=[CH:47][CH:46]=3)([C:37]3[CH:42]=[CH:41][C:40]([O:43][CH3:44])=[CH:39][CH:38]=3)[C:29]3[CH:34]=[CH:33][C:32]([O:35][CH3:36])=[CH:31][CH:30]=3)[C@@H:23]([OH:24])[CH2:22]2)[C:19](=[O:54])[N:18]=1)(=O)C1C=CC=CC=1.N12CCCNC1=NCCC2, predict the reaction product. The product is: [OH:7][CH2:6][CH2:5][CH2:4][CH2:3][CH2:2][NH:1][C:17]1[CH:53]=[CH:52][N:20]([C@@H:21]2[O:51][C@H:25]([CH2:26][O:27][C:28]([C:45]3[CH:46]=[CH:47][CH:48]=[CH:49][CH:50]=3)([C:37]3[CH:42]=[CH:41][C:40]([O:43][CH3:44])=[CH:39][CH:38]=3)[C:29]3[CH:34]=[CH:33][C:32]([O:35][CH3:36])=[CH:31][CH:30]=3)[C@@H:23]([OH:24])[CH2:22]2)[C:19](=[O:54])[N:18]=1. (3) Given the reactants CN(C)/[CH:3]=[C:4](\[F:16])/[C:5]([C:7]1[N:11]([CH:12]([CH3:14])[CH3:13])[C:10]([CH3:15])=[N:9][CH:8]=1)=O.Cl.[NH2:19][C:20]([NH2:22])=[NH:21].C[O-].[Na+], predict the reaction product. The product is: [F:16][C:4]1[C:5]([C:7]2[N:11]([CH:12]([CH3:13])[CH3:14])[C:10]([CH3:15])=[N:9][CH:8]=2)=[N:21][C:20]([NH2:22])=[N:19][CH:3]=1. (4) Given the reactants Br[C:2]1[S:6][C:5]([C:7]([O:9][CH3:10])=[O:8])=[C:4]([NH:11][C:12](=[O:17])[C:13]([F:16])([F:15])[F:14])[C:3]=1[CH3:18].[N+:19]([C:22]1[CH:23]=[C:24](B(O)O)[CH:25]=[CH:26][CH:27]=1)([O-:21])=[O:20].[F-].[K+], predict the reaction product. The product is: [CH3:18][C:3]1[C:4]([NH:11][C:12](=[O:17])[C:13]([F:16])([F:15])[F:14])=[C:5]([C:7]([O:9][CH3:10])=[O:8])[S:6][C:2]=1[C:26]1[CH:25]=[CH:24][CH:23]=[C:22]([N+:19]([O-:21])=[O:20])[CH:27]=1. (5) Given the reactants [F:1][C:2]([F:27])([F:26])[O:3][C:4]1[CH:9]=[CH:8][C:7]([N:10]2[CH:14]=[N:13][C:12]([C:15]3[CH:20]=[CH:19][C:18]([CH2:21][C:22]([O:24]C)=[O:23])=[CH:17][CH:16]=3)=[N:11]2)=[CH:6][CH:5]=1.[OH-].[Li+], predict the reaction product. The product is: [F:27][C:2]([F:1])([F:26])[O:3][C:4]1[CH:9]=[CH:8][C:7]([N:10]2[CH:14]=[N:13][C:12]([C:15]3[CH:20]=[CH:19][C:18]([CH2:21][C:22]([OH:24])=[O:23])=[CH:17][CH:16]=3)=[N:11]2)=[CH:6][CH:5]=1.